Dataset: Catalyst prediction with 721,799 reactions and 888 catalyst types from USPTO. Task: Predict which catalyst facilitates the given reaction. Product: [ClH:11].[ClH:32].[CH3:23][C:15]1[CH:14]=[C:13]([CH2:12][O:10][C:7]2[CH:8]=[CH:9][C:4]([NH2:1])=[CH:5][CH:6]=2)[C:22]2[C:17](=[CH:18][CH:19]=[CH:20][CH:21]=2)[N:16]=1. Reactant: [N+:1]([C:4]1[CH:9]=[CH:8][C:7]([OH:10])=[CH:6][CH:5]=1)([O-])=O.[Cl:11][CH2:12][C:13]1[C:22]2[C:17](=[CH:18][CH:19]=[CH:20][CH:21]=2)[N:16]=[C:15]([CH3:23])[CH:14]=1.C(=O)([O-])[O-].[Cs+].[Cs+].[I-].[Na+].[Cl:32][Sn]Cl. The catalyst class is: 1.